From a dataset of HIV replication inhibition screening data with 41,000+ compounds from the AIDS Antiviral Screen. Binary Classification. Given a drug SMILES string, predict its activity (active/inactive) in a high-throughput screening assay against a specified biological target. (1) The result is 0 (inactive). The drug is CCOP(=O)(OCC)C(C#N)=Cc1cccc(F)c1. (2) The molecule is CC(Nc1cc(Cl)cc(Cl)c1)c1ccncc1. The result is 0 (inactive). (3) The drug is COC(=O)CCC(=O)CC(=O)C(=O)Nc1c(Cl)cc([N+](=O)[O-])cc1Cl. The result is 0 (inactive). (4) The molecule is NC(=O)NN=Cc1ccc(Cl)cc1. The result is 0 (inactive). (5) The compound is N#CC(NCc1cccc(CNC(C#N)c2ccccc2)c1)c1ccccc1. The result is 0 (inactive). (6) The molecule is C=CCC12CC(C)OC1=Nc1ccccc1NC2=O. The result is 0 (inactive).